This data is from Reaction yield outcomes from USPTO patents with 853,638 reactions. The task is: Predict the reaction yield, written as a fraction of the theoretical maximum amount of product (1.0 means a 100% yield; for example, 0.34 means a 34% yield). The reactants are [H-].[Na+].[Br:3][C:4]1[CH:12]=[C:11]2[C:7]([C:8]3[CH2:16][C:15]([CH3:18])([CH3:17])[N:14]([C:19]([O:21][C:22]([CH3:25])([CH3:24])[CH3:23])=[O:20])[CH2:13][C:9]=3[NH:10]2)=[CH:6][CH:5]=1.[CH3:26]I.O. The catalyst is CN(C=O)C. The product is [Br:3][C:4]1[CH:12]=[C:11]2[C:7]([C:8]3[CH2:16][C:15]([CH3:17])([CH3:18])[N:14]([C:19]([O:21][C:22]([CH3:25])([CH3:24])[CH3:23])=[O:20])[CH2:13][C:9]=3[N:10]2[CH3:26])=[CH:6][CH:5]=1. The yield is 0.700.